From a dataset of Forward reaction prediction with 1.9M reactions from USPTO patents (1976-2016). Predict the product of the given reaction. (1) Given the reactants [CH3:1][NH:2][C:3]1[CH:4]=[CH:5][C:6]([O:17][CH3:18])=[C:7]([NH:9][C:10](=[O:16])[O:11][C:12]([CH3:15])([CH3:14])[CH3:13])[CH:8]=1.C(=O)([O-])[O-].[K+].[K+].Br[CH2:26][C:27](Cl)=[O:28].[CH3:30][NH:31][CH3:32].C(=O)(O)[O-].[Na+].C(OCC)(=O)C, predict the reaction product. The product is: [CH3:30][N:31]([CH3:32])[CH2:26][C:27]([N:2]([CH3:1])[C:3]1[CH:4]=[CH:5][C:6]([O:17][CH3:18])=[C:7]([NH:9][C:10](=[O:16])[O:11][C:12]([CH3:14])([CH3:15])[CH3:13])[CH:8]=1)=[O:28]. (2) Given the reactants [C:1]([O:4][CH2:5][C:6]([CH3:40])([CH3:39])[CH2:7][N:8]1[C:14]2[CH:15]=[CH:16][C:17]([Cl:19])=[CH:18][C:13]=2[C@@H:12]([C:20]2[CH:25]=[CH:24][CH:23]=[C:22]([O:26][CH3:27])[C:21]=2[O:28][CH3:29])[O:11][C@H:10]([CH2:30]/[CH:31]=[CH:32]/[C:33]([O:35]CC)=[O:34])[C:9]1=[O:38])(=[O:3])[CH3:2].[Mg].N1C=CC=CC=1.C(Cl)(=O)C, predict the reaction product. The product is: [C:1]([O:4][CH2:5][C:6]([CH3:40])([CH3:39])[CH2:7][N:8]1[C:14]2[CH:15]=[CH:16][C:17]([Cl:19])=[CH:18][C:13]=2[C@@H:12]([C:20]2[CH:25]=[CH:24][CH:23]=[C:22]([O:26][CH3:27])[C:21]=2[O:28][CH3:29])[O:11][C@H:10]([CH2:30][CH2:31][CH2:32][C:33]([OH:35])=[O:34])[C:9]1=[O:38])(=[O:3])[CH3:2]. (3) The product is: [Cl:17][C:18]1[CH:26]=[C:25]([F:27])[CH:24]=[CH:23][C:19]=1[C:20]([NH:16][C:4]1[CH:5]=[C:6]([S:8][CH:9]2[CH2:10][CH2:11][N:12]([CH3:15])[CH2:13][CH2:14]2)[CH:7]=[C:2]([F:1])[CH:3]=1)=[O:21]. Given the reactants [F:1][C:2]1[CH:3]=[C:4]([NH2:16])[CH:5]=[C:6]([S:8][CH:9]2[CH2:14][CH2:13][N:12]([CH3:15])[CH2:11][CH2:10]2)[CH:7]=1.[Cl:17][C:18]1[CH:26]=[C:25]([F:27])[CH:24]=[CH:23][C:19]=1[C:20](Cl)=[O:21], predict the reaction product. (4) Given the reactants [C:1]([O:5][C:6](=[O:15])[NH:7][C:8]1([CH2:13][OH:14])[CH2:12][CH2:11][CH2:10][CH2:9]1)([CH3:4])([CH3:3])[CH3:2].[N+:16]([C:19]1[CH:26]=[CH:25][CH:24]=[C:23]([N+]([O-])=O)[C:20]=1[C:21]#[N:22])([O-:18])=[O:17].[H-].[Na+], predict the reaction product. The product is: [C:1]([O:5][C:6](=[O:15])[NH:7][C:8]1([CH2:13][O:14][C:23]2[CH:24]=[CH:25][CH:26]=[C:19]([N+:16]([O-:18])=[O:17])[C:20]=2[C:21]#[N:22])[CH2:12][CH2:11][CH2:10][CH2:9]1)([CH3:4])([CH3:2])[CH3:3]. (5) Given the reactants C([O:3][C:4]([C@@H:6]1[CH2:11][CH2:10][C@@H:9]([NH:12][O:13][CH2:14][C:15]2[CH:20]=[CH:19][CH:18]=[CH:17][CH:16]=2)[CH2:8][NH:7]1)=O)C.[NH3:21], predict the reaction product. The product is: [CH2:14]([O:13][NH:12][C@H:9]1[CH2:8][NH:7][C@H:6]([C:4]([NH2:21])=[O:3])[CH2:11][CH2:10]1)[C:15]1[CH:20]=[CH:19][CH:18]=[CH:17][CH:16]=1. (6) Given the reactants [C:1]([NH:4][S:5]([C:8]1[CH:13]=[C:12]([CH:14]=[O:15])[C:11]([O:16][CH3:17])=[C:10](Br)[CH:9]=1)(=[O:7])=[O:6])(=[O:3])[CH3:2].C([NH:23][S:24]([C:27]1[CH:32]=[CH:31][CH:30]=[C:29](B2OC(C)(C)C(C)(C)O2)[CH:28]=1)(=[O:26])=[O:25])(C)(C)C, predict the reaction product. The product is: [C:1]([N:4]([C:12]([CH3:14])([CH3:13])[CH3:11])[S:5]([C:8]1[CH:9]=[C:10]([C:29]2[CH:30]=[CH:31][CH:32]=[C:27]([S:24]([NH2:23])(=[O:26])=[O:25])[CH:28]=2)[C:11]([O:16][CH3:17])=[C:12]([CH:14]=[O:15])[CH:13]=1)(=[O:7])=[O:6])(=[O:3])[CH3:2]. (7) Given the reactants [OH:1][CH2:2][CH2:3][CH:4]1[CH2:6][CH:5]1[CH:7]1[CH2:12][CH2:11][N:10]([C:13]([O:15][C:16]([CH3:19])([CH3:18])[CH3:17])=[O:14])[CH2:9][CH2:8]1.[F:20][C:21]1[CH:22]=[C:23](O)[CH:24]=[CH:25][C:26]=1[C:27]1[O:28][C:29]([CH3:32])=[N:30][N:31]=1, predict the reaction product. The product is: [F:20][C:21]1[CH:22]=[C:23]([CH:24]=[CH:25][C:26]=1[C:27]1[O:28][C:29]([CH3:32])=[N:30][N:31]=1)[O:1][CH2:2][CH2:3][C@H:4]1[CH2:6][C@H:5]1[CH:7]1[CH2:12][CH2:11][N:10]([C:13]([O:15][C:16]([CH3:19])([CH3:18])[CH3:17])=[O:14])[CH2:9][CH2:8]1. (8) Given the reactants C[O:2][C:3]1([C:8]2[CH:13]=[CH:12][C:11]([S:14][CH3:15])=[CH:10][CH:9]=2)[C:5]([CH3:7])([CH3:6])O1.[CH3:16][NH:17][CH3:18], predict the reaction product. The product is: [CH3:16][N:17]([CH3:18])[C:5]([CH3:7])([CH3:6])[C:3]([C:8]1[CH:13]=[CH:12][C:11]([S:14][CH3:15])=[CH:10][CH:9]=1)=[O:2]. (9) Given the reactants [Cl:1][C:2]1[CH:3]=[C:4]([C:24]#[N:25])[CH:5]=[C:6]2[C:10]=1[C:9](=[O:11])[N:8]([CH2:12][C:13]1[CH:18]=[CH:17][C:16]([O:19][C:20]([F:23])([F:22])[F:21])=[CH:15][CH:14]=1)[CH2:7]2.OC1C=CC=C2C=1N=CC=C2.Cl.[NH2:38][OH:39].C(=O)([O-])[O-].[Na+].[Na+], predict the reaction product. The product is: [Cl:1][C:2]1[CH:3]=[C:4]([C:24]([NH:38][OH:39])=[NH:25])[CH:5]=[C:6]2[C:10]=1[C:9](=[O:11])[N:8]([CH2:12][C:13]1[CH:18]=[CH:17][C:16]([O:19][C:20]([F:21])([F:22])[F:23])=[CH:15][CH:14]=1)[CH2:7]2.